From a dataset of Forward reaction prediction with 1.9M reactions from USPTO patents (1976-2016). Predict the product of the given reaction. Given the reactants Br[C:2]1[C:10]2[C:5](=[CH:6][CH:7]=[CH:8][CH:9]=2)[NH:4][N:3]=1.[CH3:11][O:12][C:13]1[CH:18]=[CH:17][C:16](B(O)O)=[CH:15][CH:14]=1, predict the reaction product. The product is: [CH3:11][O:12][C:13]1[CH:18]=[CH:17][C:16]([C:2]2[C:10]3[C:5](=[CH:6][CH:7]=[CH:8][CH:9]=3)[NH:4][N:3]=2)=[CH:15][CH:14]=1.